Dataset: Full USPTO retrosynthesis dataset with 1.9M reactions from patents (1976-2016). Task: Predict the reactants needed to synthesize the given product. (1) Given the product [ClH:26].[F:25][C:22]1[CH:23]=[CH:24][C:19]([C:16]2[N:15]=[C:14]([C:12]3[CH2:13][NH:8][CH2:9][CH2:10][CH:11]=3)[O:18][N:17]=2)=[CH:20][CH:21]=1, predict the reactants needed to synthesize it. The reactants are: C(OC([N:8]1[CH2:13][C:12]([C:14]2[O:18][N:17]=[C:16]([C:19]3[CH:24]=[CH:23][C:22]([F:25])=[CH:21][CH:20]=3)[N:15]=2)=[CH:11][CH2:10][CH2:9]1)=O)(C)(C)C.[Cl:26]CCl. (2) Given the product [Cl:2][C:3]1[CH:8]=[CH:7][C:6]([C@@:9]2([OH:17])[CH2:14][CH2:13][N:12]([C:28](=[O:29])[CH2:27][C:26]([NH:25][C:23]([CH:18]3[CH2:22][CH2:21][CH2:20][CH2:19]3)=[O:24])([CH3:32])[CH3:31])[CH2:11][C@@:10]2([OH:15])[CH3:16])=[CH:5][CH:4]=1, predict the reactants needed to synthesize it. The reactants are: Cl.[Cl:2][C:3]1[CH:8]=[CH:7][C:6]([C@@:9]2([OH:17])[CH2:14][CH2:13][NH:12][CH2:11][C@:10]2([CH3:16])[OH:15])=[CH:5][CH:4]=1.[CH:18]1([C:23]([NH:25][C:26]([CH3:32])([CH3:31])[CH2:27][C:28](O)=[O:29])=[O:24])[CH2:22][CH2:21][CH2:20][CH2:19]1.C(O)(C(F)(F)F)=O.C(#N)C.O.C(O)(C(F)(F)F)=O. (3) Given the product [C:30]([O:34][NH:35][C:13](=[O:15])[C@H:12]([NH:11][S:8]([C:5]1[CH:6]=[CH:7][C:2]([F:1])=[C:3]([CH3:19])[CH:4]=1)(=[O:9])=[O:10])[CH:16]([CH3:18])[CH3:17])([CH3:33])([CH3:32])[CH3:31], predict the reactants needed to synthesize it. The reactants are: [F:1][C:2]1[CH:7]=[CH:6][C:5]([S:8]([NH:11][C@H:12]([CH:16]([CH3:18])[CH3:17])[C:13]([OH:15])=O)(=[O:10])=[O:9])=[CH:4][C:3]=1[CH3:19].CCN(C(C)C)C(C)C.Cl.[C:30]([O:34][NH2:35])([CH3:33])([CH3:32])[CH3:31].CCN=C=NCCCN(C)C.Cl.C(Cl)CCl. (4) Given the product [ClH:20].[Cl:20][C:18]1[CH:17]=[CH:16][C:15]([S:21]([CH3:24])(=[O:23])=[O:22])=[C:14]([CH:19]=1)[CH2:13][N:10]1[CH:9]=[C:8]([CH3:11])[CH:7]=[C:3]([C:4]([NH2:6])=[O:5])[C:2]1=[NH:1], predict the reactants needed to synthesize it. The reactants are: [NH2:1][C:2]1[N:10]=[CH:9][C:8]([CH3:11])=[CH:7][C:3]=1[C:4]([NH2:6])=[O:5].Br[CH2:13][C:14]1[CH:19]=[C:18]([Cl:20])[CH:17]=[CH:16][C:15]=1[S:21]([CH3:24])(=[O:23])=[O:22].C(OCC)(=O)C. (5) Given the product [CH3:1][O:2][C:3](=[O:12])[CH:4]([Br:20])[C:5]1[CH:10]=[CH:9][C:8]([F:11])=[CH:7][CH:6]=1, predict the reactants needed to synthesize it. The reactants are: [CH3:1][O:2][C:3](=[O:12])[CH2:4][C:5]1[CH:10]=[CH:9][C:8]([F:11])=[CH:7][CH:6]=1.C1C(=O)N([Br:20])C(=O)C1. (6) Given the product [CH2:47]([O:46][C:42]1[CH:41]=[C:40]([CH2:39][C@H:26]([NH:25][C:14]([NH:12][S:9]([C:4]2[CH:5]=[CH:6][CH:7]=[CH:8][C:3]=2[CH:1]=[CH2:2])(=[O:10])=[O:11])=[O:16])[C:27]([N:29]([C:31]2[CH:32]=[CH:33][C:34]([O:37][CH3:38])=[CH:35][CH:36]=2)[CH3:30])=[O:28])[CH:45]=[CH:44][CH:43]=1)[CH2:48][CH:49]=[CH2:50], predict the reactants needed to synthesize it. The reactants are: [CH:1]([C:3]1[CH:8]=[CH:7][CH:6]=[CH:5][C:4]=1[S:9]([NH2:12])(=[O:11])=[O:10])=[CH2:2].Cl[C:14](Cl)([O:16]C(=O)OC(Cl)(Cl)Cl)Cl.[NH2:25][C@@H:26]([CH2:39][C:40]1[CH:45]=[CH:44][CH:43]=[C:42]([O:46][CH2:47][CH2:48][CH:49]=[CH2:50])[CH:41]=1)[C:27]([N:29]([C:31]1[CH:36]=[CH:35][C:34]([O:37][CH3:38])=[CH:33][CH:32]=1)[CH3:30])=[O:28].C(O)(C(F)(F)F)=O.CCN(C(C)C)C(C)C. (7) Given the product [NH2:23][C:14]1[C:13]2[N:12]=[C:11]([CH2:24][CH2:25][CH2:26][CH3:27])[N:10]([CH2:9][CH2:8][CH2:7][CH2:6][CH2:5][CH2:4][CH2:3][CH2:2][NH:1][S:34]([C:28]3[CH:33]=[CH:32][CH:31]=[CH:30][CH:29]=3)(=[O:36])=[O:35])[C:22]=2[C:21]2[CH:20]=[CH:19][CH:18]=[CH:17][C:16]=2[N:15]=1, predict the reactants needed to synthesize it. The reactants are: [NH2:1][CH2:2][CH2:3][CH2:4][CH2:5][CH2:6][CH2:7][CH2:8][CH2:9][N:10]1[C:22]2[C:21]3[CH:20]=[CH:19][CH:18]=[CH:17][C:16]=3[N:15]=[C:14]([NH2:23])[C:13]=2[N:12]=[C:11]1[CH2:24][CH2:25][CH2:26][CH3:27].[C:28]1([S:34](Cl)(=[O:36])=[O:35])[CH:33]=[CH:32][CH:31]=[CH:30][CH:29]=1. (8) Given the product [CH3:29][S:30]([O:21][CH2:20][C:4]1[C:5]([C@@H:8]([NH:12][C:13]([O:14][C:15]([CH3:16])([CH3:18])[CH3:17])=[O:19])[CH:9]([CH3:11])[CH3:10])=[N:6][CH:7]=[C:2]([Cl:1])[CH:3]=1)(=[O:32])=[O:31], predict the reactants needed to synthesize it. The reactants are: [Cl:1][C:2]1[CH:3]=[C:4]([CH2:20][OH:21])[C:5]([C@@H:8]([NH:12][C:13](=[O:19])[O:14][C:15]([CH3:18])([CH3:17])[CH3:16])[CH:9]([CH3:11])[CH3:10])=[N:6][CH:7]=1.C(N(CC)CC)C.[CH3:29][S:30](Cl)(=[O:32])=[O:31]. (9) Given the product [CH3:36][C:27]([C:28]([O:30][C:31]([CH3:34])([CH3:33])[CH3:32])=[O:29])([CH3:35])[NH:26][C:21](=[O:23])[CH2:20][C@H:17]1[CH2:18][CH2:19][C@H:14]([C:11]2[CH:10]=[CH:9][C:8]([C:5]3[NH:6][N:7]=[C:3]([C:2]([F:25])([F:1])[F:24])[CH:4]=3)=[CH:13][CH:12]=2)[CH2:15][CH2:16]1, predict the reactants needed to synthesize it. The reactants are: [F:1][C:2]([F:25])([F:24])[C:3]1[NH:7][N:6]=[C:5]([C:8]2[CH:13]=[CH:12][C:11]([C@H:14]3[CH2:19][CH2:18][C@H:17]([CH2:20][C:21]([OH:23])=O)[CH2:16][CH2:15]3)=[CH:10][CH:9]=2)[CH:4]=1.[NH2:26][C:27]([CH3:36])([CH3:35])[C:28]([O:30][C:31]([CH3:34])([CH3:33])[CH3:32])=[O:29].F[P-](F)(F)(F)(F)F.N1(OC(N(C)C)=[N+](C)C)C2N=CC=CC=2N=N1.C(N(C(C)C)CC)(C)C. (10) Given the product [Cl:21][C:22]1[CH:23]=[C:24]([C:30]([F:31])([F:32])[F:33])[CH:25]=[C:26]([Cl:29])[C:27]=1[N:8]1[CH:9]=[C:5]([C:3](=[O:4])[C:2]([F:1])([F:13])[F:14])[C:6]2[CH:12]=[CH:11][S:10][C:7]1=2, predict the reactants needed to synthesize it. The reactants are: [F:1][C:2]([F:14])([F:13])[C:3]([C:5]1[C:6]2[CH:12]=[CH:11][S:10][C:7]=2[NH:8][CH:9]=1)=[O:4].C(=O)([O-])[O-].[K+].[K+].[Cl:21][C:22]1[CH:23]=[C:24]([C:30]([F:33])([F:32])[F:31])[CH:25]=[C:26]([Cl:29])[C:27]=1F.